From a dataset of Full USPTO retrosynthesis dataset with 1.9M reactions from patents (1976-2016). Predict the reactants needed to synthesize the given product. (1) Given the product [F:1][C:2]1[CH:3]=[C:4]([CH:14]=[CH:15][CH:16]=1)[O:5][C:6]1[CH:7]=[CH:8][C:9]([CH2:12][CH2:20][N+:17]([O-:19])=[O:18])=[CH:10][N:11]=1, predict the reactants needed to synthesize it. The reactants are: [F:1][C:2]1[CH:3]=[C:4]([CH:14]=[CH:15][CH:16]=1)[O:5][C:6]1[N:11]=[CH:10][C:9]([CH:12]=O)=[CH:8][CH:7]=1.[N+:17]([CH3:20])([O-:19])=[O:18].C([O-])(=O)C.[NH4+].[BH4-].[Na+].C(=O)([O-])O.[Na+]. (2) Given the product [Br:62][C:58]1[C:59]([F:61])=[CH:60][C:51]([NH:50][C:26]2[C:27]([C:28]([F:29])([F:30])[F:31])=[CH:22][N:23]=[C:24]([NH:32][C:33]3[CH:47]=[CH:46][C:36]([CH2:37][P:38](=[O:45])([O:42][CH2:43][CH3:44])[O:39][CH2:40][CH3:41])=[CH:35][C:34]=3[O:48][CH3:49])[N:25]=2)=[C:52]([C:53](=[O:54])[NH:55][CH3:56])[CH:57]=1, predict the reactants needed to synthesize it. The reactants are: OCCCN1C=C(C2C=CC(N[C:22]3[C:27]([C:28]([F:31])([F:30])[F:29])=[CH:26][N:25]=[C:24]([NH:32][C:33]4[CH:47]=[CH:46][C:36]([CH2:37][P:38](=[O:45])([O:42][CH2:43][CH3:44])[O:39][CH2:40][CH3:41])=[CH:35][C:34]=4[O:48][CH3:49])[N:23]=3)=C3C=2CN(C)C3=O)C=N1.[NH2:50][C:51]1[CH:60]=[C:59]([F:61])[C:58]([Br:62])=[CH:57][C:52]=1[C:53]([NH:55][CH3:56])=[O:54]. (3) The reactants are: [N:1]([C@:4]12[CH2:39][CH2:38][C@@H:37]([C:40]([CH3:42])=[CH2:41])[C@@H:5]1[C@@H:6]1[C@@:19]([CH3:22])([CH2:20][CH2:21]2)[C@@:18]2([CH3:23])[C@@H:9]([C@:10]3([CH3:36])[C@@H:15]([CH2:16][CH2:17]2)[C:14]([CH3:25])([CH3:24])[C:13]([C:26]2[CH:35]=[CH:34][C:29]([C:30]([O:32]C)=[O:31])=[CH:28][CH:27]=2)=[CH:12][CH2:11]3)[CH2:8][CH2:7]1)=[C:2]=[O:3].CN(C)CCNC(=O)N[C@]12CC[C@@H](C(C)=C)[C@@H]1[C@@H]1[C@@](C)(CC2)[C@@]2(C)[C@@H]([C@]3(C)[C@@H](CC2)C(C)(C)C(C2C=CC(C(O)=O)=CC=2)=CC3)CC1.[CH3:90][C:91]([N:95]1[CH2:100][CH2:99][O:98][CH2:97][CH2:96]1)([CH3:94])[CH2:92][NH2:93]. Given the product [CH3:22][C@:19]12[C@@:18]3([CH3:23])[C@@H:9]([C@:10]4([CH3:36])[C@@H:15]([CH2:16][CH2:17]3)[C:14]([CH3:24])([CH3:25])[C:13]([C:26]3[CH:27]=[CH:28][C:29]([C:30]([OH:32])=[O:31])=[CH:34][CH:35]=3)=[CH:12][CH2:11]4)[CH2:8][CH2:7][C@@H:6]1[C@H:5]1[C@H:37]([C:40]([CH3:42])=[CH2:41])[CH2:38][CH2:39][C@:4]1([NH:1][C:2]([NH:93][CH2:92][C:91]([CH3:90])([N:95]1[CH2:96][CH2:97][O:98][CH2:99][CH2:100]1)[CH3:94])=[O:3])[CH2:21][CH2:20]2, predict the reactants needed to synthesize it. (4) Given the product [NH2:8][C:5]1[O:6][CH2:7][C:2]([F:1])([F:21])[C@@:3]2([C:17]3[C:12](=[CH:13][CH:14]=[C:15]([NH:18][C:30](=[O:31])[C:27]4[CH:26]=[CH:25][C:24]([C:22]#[N:23])=[CH:29][N:28]=4)[CH:16]=3)[O:11][C:10]([CH3:19])([CH3:20])[CH2:9]2)[N:4]=1, predict the reactants needed to synthesize it. The reactants are: [F:1][C:2]1([F:21])[CH2:7][O:6][C:5]([NH2:8])=[N:4][C@@:3]21[C:17]1[C:12](=[CH:13][CH:14]=[C:15]([NH2:18])[CH:16]=1)[O:11][C:10]([CH3:20])([CH3:19])[CH2:9]2.[C:22]([C:24]1[CH:25]=[CH:26][C:27]([C:30](O)=[O:31])=[N:28][CH:29]=1)#[N:23].